This data is from Experimentally validated miRNA-target interactions with 360,000+ pairs, plus equal number of negative samples. The task is: Binary Classification. Given a miRNA mature sequence and a target amino acid sequence, predict their likelihood of interaction. (1) The miRNA is rno-miR-204-5p with sequence UUCCCUUUGUCAUCCUAUGCCU. The protein sequence of the target gene is MGDPDLLEVLAEEGEKVNKHIDYSFQMSEQSLSSRETSFLINEETMPAKRFNLFLRRRLMFQKNQQSKDSIFFRDGIRQIDFVLSYVDDVKKDAELKAERRKEFETNLRKTGLELEIEDKRDSEDGRTYFVKIHAPWEVLVTYAEVLGIKMPIKESDIPRPKHTPISYVLGPVRLPLSVKYPHPEYFTAQFSRHRQELFLIEDQATFFPSSSRNRIVYYILSRCPFGIEDGKKRFGIERLLNSNTYSSAYPLHDGQYWKPSEPPNPTNERYTLHQNWARFSYFYKEQPLDLIKNYYGEKI.... Result: 0 (no interaction). (2) The miRNA is mmu-miR-1192 with sequence AAACAAACAAACAGACCAAAUU. The protein sequence of the target gene is MPVQAAQWTEFLSCPICYNEFDENVHKPISLGCSHTVCKTCLNKLHRKACPFDQTAINTDIDVLPVNFALLQLVGAQVPDHQSIKLSNLGENKHYEVAKKCVEDLALYLKPLSGGKGVASLNQSALSRPMQRKLVTLVNCQLVEEEGRVRAMRAARSLGERTVTELILQHQNPQQLSANLWAAVRARGCQFLGPAMQEEALKLVLLALEDGSALSRKVLVLFVVQRLEPRFPQASKTSIGHVVQLLYRASCFKVTKRDEDSSLMQLKEEFRSYEALRREHDAQIVHIAMEAGLRISPEQW.... Result: 1 (interaction).